From a dataset of NCI-60 drug combinations with 297,098 pairs across 59 cell lines. Regression. Given two drug SMILES strings and cell line genomic features, predict the synergy score measuring deviation from expected non-interaction effect. (1) Synergy scores: CSS=5.24, Synergy_ZIP=-3.21, Synergy_Bliss=-1.32, Synergy_Loewe=0.992, Synergy_HSA=1.52. Drug 1: CCN(CC)CCNC(=O)C1=C(NC(=C1C)C=C2C3=C(C=CC(=C3)F)NC2=O)C. Cell line: SF-539. Drug 2: C(CC(=O)O)C(=O)CN.Cl. (2) Drug 1: CC1=C2C(C(=O)C3(C(CC4C(C3C(C(C2(C)C)(CC1OC(=O)C(C(C5=CC=CC=C5)NC(=O)OC(C)(C)C)O)O)OC(=O)C6=CC=CC=C6)(CO4)OC(=O)C)OC)C)OC. Drug 2: CC1C(C(CC(O1)OC2CC(OC(C2O)C)OC3=CC4=CC5=C(C(=O)C(C(C5)C(C(=O)C(C(C)O)O)OC)OC6CC(C(C(O6)C)O)OC7CC(C(C(O7)C)O)OC8CC(C(C(O8)C)O)(C)O)C(=C4C(=C3C)O)O)O)O. Cell line: 786-0. Synergy scores: CSS=63.3, Synergy_ZIP=10.6, Synergy_Bliss=11.5, Synergy_Loewe=-7.94, Synergy_HSA=12.0. (3) Drug 1: CC(C1=C(C=CC(=C1Cl)F)Cl)OC2=C(N=CC(=C2)C3=CN(N=C3)C4CCNCC4)N. Drug 2: CN(C(=O)NC(C=O)C(C(C(CO)O)O)O)N=O. Cell line: HCT116. Synergy scores: CSS=16.4, Synergy_ZIP=-6.41, Synergy_Bliss=-8.36, Synergy_Loewe=-8.91, Synergy_HSA=-8.86. (4) Drug 1: C1CC(=O)NC(=O)C1N2C(=O)C3=CC=CC=C3C2=O. Drug 2: C1CNP(=O)(OC1)N(CCCl)CCCl. Cell line: SK-MEL-28. Synergy scores: CSS=-1.67, Synergy_ZIP=0.525, Synergy_Bliss=-1.36, Synergy_Loewe=-2.59, Synergy_HSA=-2.97.